Dataset: NCI-60 drug combinations with 297,098 pairs across 59 cell lines. Task: Regression. Given two drug SMILES strings and cell line genomic features, predict the synergy score measuring deviation from expected non-interaction effect. (1) Drug 1: CC1=CC2C(CCC3(C2CCC3(C(=O)C)OC(=O)C)C)C4(C1=CC(=O)CC4)C. Drug 2: CC1CCCC2(C(O2)CC(NC(=O)CC(C(C(=O)C(C1O)C)(C)C)O)C(=CC3=CSC(=N3)C)C)C. Cell line: HCC-2998. Synergy scores: CSS=11.7, Synergy_ZIP=-1.84, Synergy_Bliss=0.421, Synergy_Loewe=-79.4, Synergy_HSA=-2.33. (2) Drug 1: CC(C)NC(=O)C1=CC=C(C=C1)CNNC.Cl. Drug 2: CC1C(C(CC(O1)OC2CC(CC3=C2C(=C4C(=C3O)C(=O)C5=C(C4=O)C(=CC=C5)OC)O)(C(=O)CO)O)N)O.Cl. Cell line: SK-MEL-5. Synergy scores: CSS=58.9, Synergy_ZIP=-0.598, Synergy_Bliss=-0.166, Synergy_Loewe=-28.7, Synergy_HSA=0.740. (3) Drug 1: CC1C(C(CC(O1)OC2CC(CC3=C2C(=C4C(=C3O)C(=O)C5=C(C4=O)C(=CC=C5)OC)O)(C(=O)CO)O)N)O.Cl. Drug 2: C1CN(CCN1C(=O)CCBr)C(=O)CCBr. Cell line: OVCAR-8. Synergy scores: CSS=29.2, Synergy_ZIP=-8.33, Synergy_Bliss=-1.47, Synergy_Loewe=1.40, Synergy_HSA=1.87. (4) Drug 1: C1=NC2=C(N1)C(=S)N=C(N2)N. Drug 2: CC1=C(C(CCC1)(C)C)C=CC(=CC=CC(=CC(=O)O)C)C. Cell line: U251. Synergy scores: CSS=20.2, Synergy_ZIP=3.35, Synergy_Bliss=0.867, Synergy_Loewe=-14.9, Synergy_HSA=-3.75. (5) Drug 1: C1CCN(CC1)CCOC2=CC=C(C=C2)C(=O)C3=C(SC4=C3C=CC(=C4)O)C5=CC=C(C=C5)O. Drug 2: CC=C1C(=O)NC(C(=O)OC2CC(=O)NC(C(=O)NC(CSSCCC=C2)C(=O)N1)C(C)C)C(C)C. Cell line: MDA-MB-435. Synergy scores: CSS=-2.47, Synergy_ZIP=6.53, Synergy_Bliss=2.91, Synergy_Loewe=-71.4, Synergy_HSA=-5.59.